Dataset: Reaction yield outcomes from USPTO patents with 853,638 reactions. Task: Predict the reaction yield, written as a fraction of the theoretical maximum amount of product (1.0 means a 100% yield; for example, 0.34 means a 34% yield). (1) The reactants are [F:1][C:2]1[CH:7]=[CH:6][C:5]([CH:8]([C:48]2[CH:53]=[CH:52][C:51]([F:54])=[CH:50][CH:49]=2)[C@@H:9]([NH:43][C:44]([O:46][CH3:47])=[O:45])[C:10]([NH:12][CH:13]2[CH2:15][CH:14]2[CH2:16][CH2:17][C@@H:18]2[N:23]([S:24]([C:27]3[CH:32]=[CH:31][CH:30]=[CH:29][CH:28]=3)(=[O:26])=[O:25])[CH2:22][CH2:21][N:20](C(OCC3C=CC=CC=3)=O)[CH2:19]2)=[O:11])=[CH:4][CH:3]=1. The catalyst is [Pd].CO. The product is [F:54][C:51]1[CH:52]=[CH:53][C:48]([CH:8]([C:5]2[CH:4]=[CH:3][C:2]([F:1])=[CH:7][CH:6]=2)[C@@H:9]([NH:43][C:44](=[O:45])[O:46][CH3:47])[C:10](=[O:11])[NH:12][CH:13]2[CH2:15][CH:14]2[CH2:16][CH2:17][C@H:18]2[CH2:19][NH:20][CH2:21][CH2:22][N:23]2[S:24]([C:27]2[CH:32]=[CH:31][CH:30]=[CH:29][CH:28]=2)(=[O:26])=[O:25])=[CH:49][CH:50]=1. The yield is 0.910. (2) The product is [NH2:1][C:2]1[CH:10]=[CH:9][C:5]([C:6]([N:15]2[C@@H:16]3[C@@H:21]([C:20]4[CH:22]=[CH:23][CH:24]=[CH:25][C:19]=4[CH2:18][CH2:17]3)[CH2:12][CH2:13][CH2:14]2)=[O:8])=[CH:4][C:3]=1[F:11]. No catalyst specified. The reactants are [NH2:1][C:2]1[CH:10]=[CH:9][C:5]([C:6]([OH:8])=O)=[CH:4][C:3]=1[F:11].[CH2:12]1[C@H:21]2[C@H:16]([CH2:17][CH2:18][C:19]3[CH:25]=[CH:24][CH:23]=[CH:22][C:20]=32)[NH:15][CH2:14][CH2:13]1.F[P-](F)(F)(F)(F)F.N1(OC(N(C)C)=[N+](C)C)C2N=CC=CC=2N=N1. The yield is 0.640. (3) The reactants are [C:1]([C:3]1[CH:4]=[C:5]2[C:9](=[CH:10][CH:11]=1)[NH:8][C:7](=[O:12])[CH:6]2[C:13]1[N:18]=[C:17]2[CH2:19][N:20](C(OC(C)(C)C)=O)[CH2:21][C:16]2=[CH:15][CH:14]=1)#[N:2].[ClH:29]. The catalyst is O1CCOCC1. The product is [ClH:29].[N:18]1[C:13]([CH:6]2[C:5]3[C:9](=[CH:10][CH:11]=[C:3]([C:1]#[N:2])[CH:4]=3)[NH:8][C:7]2=[O:12])=[CH:14][CH:15]=[C:16]2[CH2:21][NH:20][CH2:19][C:17]=12. The yield is 0.950. (4) The reactants are [CH3:1][S:2][C:3]1[CH:8]=[CH:7][C:6](OB(O)O)=[CH:5][CH:4]=1.[CH2:13](N(CC)CC)C.[CH3:20][O:21][C:22](=[O:31])[C:23]1[CH:28]=[C:27]([OH:29])[CH:26]=C(O)[CH:24]=1. The catalyst is C(Cl)Cl.C([O-])(=O)C.[Cu+2].C([O-])(=O)C. The product is [CH3:20][O:21][C:22](=[O:31])[C:23]1[CH:28]=[C:27]([OH:29])[CH:26]=[C:1]([S:2][C:3]2[CH:8]=[CH:7][C:6]([CH3:13])=[CH:5][CH:4]=2)[CH:24]=1. The yield is 0.360. (5) The reactants are [CH2:1]([N:3]([C:7]1[CH:12]=[CH:11][C:10]([NH:13][CH2:14][CH:15]2[CH2:20][CH2:19][O:18][CH2:17][CH2:16]2)=[C:9]([N+:21]([O-])=O)[CH:8]=1)[C:4](=[O:6])[CH3:5])[CH3:2]. The catalyst is C(OCC)(=O)C.[Pd]. The product is [NH2:21][C:9]1[CH:8]=[C:7]([N:3]([CH2:1][CH3:2])[C:4](=[O:6])[CH3:5])[CH:12]=[CH:11][C:10]=1[NH:13][CH2:14][CH:15]1[CH2:16][CH2:17][O:18][CH2:19][CH2:20]1. The yield is 0.950. (6) The reactants are [C:1]([O:5][C:6]([N:8]1[C@@H:13]([C@@H:14]([OH:24])[C@@H:15]([NH2:23])[CH2:16][C:17]2[CH:22]=[CH:21][CH:20]=[CH:19][CH:18]=2)[CH2:12][O:11][C@@H:10]([CH2:25][CH2:26][CH:27]2[CH2:32][CH2:31][CH2:30][CH2:29][CH2:28]2)[CH2:9]1)=[O:7])([CH3:4])([CH3:3])[CH3:2].C(N(CC)CC)C.[C:40](OC(=O)C)(=[O:42])[CH3:41]. The catalyst is O1CCCC1.ClCCl. The product is [C:1]([O:5][C:6]([N:8]1[C@@H:13]([C@@H:14]([OH:24])[C@@H:15]([NH:23][C:40](=[O:42])[CH3:41])[CH2:16][C:17]2[CH:22]=[CH:21][CH:20]=[CH:19][CH:18]=2)[CH2:12][O:11][C@@H:10]([CH2:25][CH2:26][CH:27]2[CH2:32][CH2:31][CH2:30][CH2:29][CH2:28]2)[CH2:9]1)=[O:7])([CH3:4])([CH3:2])[CH3:3]. The yield is 0.540. (7) The reactants are [C:1]([C:4]1[C:9]([NH:10][C:11]([C:13]2[S:14][CH:15]=[C:16]([CH:18]([CH3:20])[CH3:19])[N:17]=2)=O)=[C:8]([F:21])[C:7]([O:22][CH3:23])=[CH:6][CH:5]=1)(=[O:3])[CH3:2].C(C1N=C(C2C=C(O)C3C(=CC(OC)=CC=3)N=2)SC=1)(C)C. No catalyst specified. The product is [CH:18]([C:16]1[N:17]=[C:13]([C:11]2[CH:2]=[C:1]([OH:3])[C:4]3[C:9](=[C:8]([F:21])[C:7]([O:22][CH3:23])=[CH:6][CH:5]=3)[N:10]=2)[S:14][CH:15]=1)([CH3:20])[CH3:19]. The yield is 0.900.